Dataset: Forward reaction prediction with 1.9M reactions from USPTO patents (1976-2016). Task: Predict the product of the given reaction. (1) Given the reactants [CH3:1][C:2]1[CH:11]=[CH:10][C:9]2[C:4](=[C:5]([N+:12]([O-:14])=[O:13])[CH:6]=[CH:7][CH:8]=2)[N:3]=1.[I-].C[N+:17](C)(C)N.CC(C)([O-])C.[K+].[Cl-].[NH4+], predict the reaction product. The product is: [CH3:1][C:2]1[CH:11]=[CH:10][C:9]2[C:4](=[C:5]([N+:12]([O-:14])=[O:13])[C:6]([NH2:17])=[CH:7][CH:8]=2)[N:3]=1. (2) Given the reactants [Li]CCCC.[CH3:6][Si:7]([C:10]#[CH:11])([CH3:9])[CH3:8].[CH3:12][C:13]([CH3:23])([CH3:22])[C:14]([C:16]1[CH:21]=[CH:20][CH:19]=[CH:18][CH:17]=1)=[O:15], predict the reaction product. The product is: [C:13]([C:14]([C:16]1[CH:21]=[CH:20][CH:19]=[CH:18][CH:17]=1)([OH:15])[C:11]#[C:10][Si:7]([CH3:9])([CH3:8])[CH3:6])([CH3:23])([CH3:12])[CH3:22].